From a dataset of Forward reaction prediction with 1.9M reactions from USPTO patents (1976-2016). Predict the product of the given reaction. (1) Given the reactants [F:1][C:2]1[C:7]([F:8])=[C:6]([S:9][CH2:10][CH2:11][OH:12])[C:5]([F:13])=[C:4]([F:14])[C:3]=1[S:15]([NH2:18])(=[O:17])=[O:16].CC(O)=[O:21].OO.[OH2:25], predict the reaction product. The product is: [F:1][C:2]1[C:7]([F:8])=[C:6]([S:9]([CH2:10][CH2:11][OH:12])(=[O:21])=[O:25])[C:5]([F:13])=[C:4]([F:14])[C:3]=1[S:15]([NH2:18])(=[O:17])=[O:16]. (2) Given the reactants [Cl:1][C:2]1[N:10]=[C:9]2[C:5]([NH:6][CH:7]=[N:8]2)=[C:4](Cl)[N:3]=1.[CH2:12]([NH2:19])[C:13]1[CH:18]=[CH:17][CH:16]=[CH:15][CH:14]=1.C(N(CC)CC)C, predict the reaction product. The product is: [Cl:1][C:2]1[N:10]=[C:9]2[C:5]([NH:6][CH:7]=[N:8]2)=[C:4]([NH:19][CH2:12][C:13]2[CH:18]=[CH:17][CH:16]=[CH:15][CH:14]=2)[N:3]=1. (3) Given the reactants [CH2:1]([O:3][C:4]([C@@H:6]1[CH2:11][C:10](=[O:12])[CH:9]=[CH:8][N:7]1[C:13]1[CH:18]=[CH:17][C:16]([O:19][CH3:20])=[CH:15][CH:14]=1)=[O:5])[CH3:2].CCC(C)[BH-](C(C)CC)C(C)CC.[Li+].C1C=CC(N([S:42]([C:45]([F:48])([F:47])[F:46])(=[O:44])=[O:43])[S:42]([C:45]([F:48])([F:47])[F:46])(=[O:44])=[O:43])=CC=1, predict the reaction product. The product is: [CH2:1]([O:3][C:4]([C@@H:6]1[CH2:11][C:10]([O:12][S:42]([C:45]([F:48])([F:47])[F:46])(=[O:44])=[O:43])=[CH:9][CH2:8][N:7]1[C:13]1[CH:14]=[CH:15][C:16]([O:19][CH3:20])=[CH:17][CH:18]=1)=[O:5])[CH3:2].